Dataset: Catalyst prediction with 721,799 reactions and 888 catalyst types from USPTO. Task: Predict which catalyst facilitates the given reaction. Reactant: [NH2:1][C:2]1[CH:3]=[CH:4][C:5]([Cl:10])=[C:6]([O:8][CH3:9])[CH:7]=1.Br.Br[CH2:13][CH2:14][CH2:15][NH2:16]. Product: [Cl:10][C:5]1[CH:4]=[CH:3][C:2]([NH:1][CH2:13][CH2:14][CH2:15][NH2:16])=[CH:7][C:6]=1[O:8][CH3:9]. The catalyst class is: 11.